From a dataset of Forward reaction prediction with 1.9M reactions from USPTO patents (1976-2016). Predict the product of the given reaction. (1) Given the reactants [F:1][C:2]1[CH:10]=[C:9]([F:11])[C:8]([F:12])=[CH:7][C:3]=1[C:4]([OH:6])=O.[C:13]1([S:19]([NH2:22])(=[O:21])=[O:20])[CH:18]=[CH:17][CH:16]=[CH:15][CH:14]=1, predict the reaction product. The product is: [F:1][C:2]1[CH:10]=[C:9]([F:11])[C:8]([F:12])=[CH:7][C:3]=1[C:4]([NH:22][S:19]([C:13]1[CH:18]=[CH:17][CH:16]=[CH:15][CH:14]=1)(=[O:21])=[O:20])=[O:6]. (2) Given the reactants [C:1]([C:3]1[CH:8]=[CH:7][CH:6]=[CH:5][C:4]=1[C:9]1[CH:14]=[CH:13][C:12]([CH2:15][CH:16]([C:21](=O)[CH2:22][CH2:23][CH2:24][CH3:25])[C:17](OC)=[O:18])=[CH:11][CH:10]=1)#[N:2].[C:27]1([CH2:33][CH2:34][C:35](=[NH:37])[NH2:36])[CH:32]=[CH:31][CH:30]=[CH:29][CH:28]=1.C[O-].[Na+].CO.C(OCC)(=O)C, predict the reaction product. The product is: [CH2:22]([C:21]1[N:37]=[C:35]([CH2:34][CH2:33][C:27]2[CH:32]=[CH:31][CH:30]=[CH:29][CH:28]=2)[NH:36][C:17](=[O:18])[C:16]=1[CH2:15][C:12]1[CH:11]=[CH:10][C:9]([C:4]2[C:3]([C:1]#[N:2])=[CH:8][CH:7]=[CH:6][CH:5]=2)=[CH:14][CH:13]=1)[CH2:23][CH2:24][CH3:25]. (3) Given the reactants [NH:1]([C:9]([O:11][C:12]([CH3:15])([CH3:14])[CH3:13])=[O:10])[C@@H:2]([C:6]([OH:8])=O)[CH:3]([CH3:5])[CH3:4].C1N=CN(C(N2C=NC=C2)=O)C=1.Cl.[CH2:29]1[O:40][C:39]2[CH:38]=[CH:37][C:33]([CH2:34][CH2:35][NH2:36])=[CH:32][C:31]=2[O:30]1.C(N(CC)CC)C, predict the reaction product. The product is: [C:12]([O:11][C:9](=[O:10])[NH:1][C@@H:2]([C:6](=[O:8])[NH:36][CH2:35][CH2:34][C:33]1[CH:37]=[CH:38][C:39]2[O:40][CH2:29][O:30][C:31]=2[CH:32]=1)[CH:3]([CH3:4])[CH3:5])([CH3:15])([CH3:14])[CH3:13]. (4) Given the reactants C([NH:4][C:5]1[CH:10]=[C:9]([C:11]2[CH:16]=[CH:15][C:14]([C:17]([F:20])([F:19])[F:18])=[C:13]([F:21])[C:12]=2[F:22])[N:8]=[C:7]([C:23]([O:25]C)=[O:24])[C:6]=1[Cl:27])(=O)C.[OH-].[Na+], predict the reaction product. The product is: [NH2:4][C:5]1[CH:10]=[C:9]([C:11]2[CH:16]=[CH:15][C:14]([C:17]([F:18])([F:19])[F:20])=[C:13]([F:21])[C:12]=2[F:22])[N:8]=[C:7]([C:23]([OH:25])=[O:24])[C:6]=1[Cl:27]. (5) Given the reactants C[O:2][C:3]1[CH:4]=[C:5]2[C:9](=[CH:10][CH:11]=1)[CH:8](S(C1C=CC=CC=1C)(=O)=O)[NH:7][CH2:6]2.Br.C1(O)C=CC=CC=1.C(O)(=O)CC, predict the reaction product. The product is: [OH:2][C:3]1[CH:4]=[C:5]2[C:9](=[CH:10][CH:11]=1)[CH2:8][NH:7][CH2:6]2. (6) Given the reactants Cl[C:2]1[N:7]=[C:6]([NH:8][C:9](=[O:15])[O:10][C:11]([CH3:14])([CH3:13])[CH3:12])[C:5]([C:16](=[O:21])[C:17]([F:20])([F:19])[F:18])=[CH:4][CH:3]=1.[C:22]([NH:29][CH2:30][CH2:31][NH2:32])([O:24][C:25]([CH3:28])([CH3:27])[CH3:26])=[O:23].C(N(CC)C(C)C)(C)C, predict the reaction product. The product is: [C:25]([O:24][C:22]([NH:29][CH2:30][CH2:31][NH:32][C:2]1[N:7]=[C:6]([NH:8][C:9](=[O:15])[O:10][C:11]([CH3:14])([CH3:13])[CH3:12])[C:5]([C:16](=[O:21])[C:17]([F:20])([F:19])[F:18])=[CH:4][CH:3]=1)=[O:23])([CH3:28])([CH3:27])[CH3:26].